Dataset: Catalyst prediction with 721,799 reactions and 888 catalyst types from USPTO. Task: Predict which catalyst facilitates the given reaction. (1) Reactant: [OH-].[Na+].[CH3:3][C:4]1[O:8][N:7]=[C:6]([C:9]2[CH:10]=[C:11]([CH:24]=[CH:25][CH:26]=2)[O:12][CH:13]([C:18]2[CH:23]=[CH:22][CH:21]=[CH:20][CH:19]=2)[C:14]([O:16]C)=[O:15])[N:5]=1. Product: [CH3:3][C:4]1[O:8][N:7]=[C:6]([C:9]2[CH:10]=[C:11]([CH:24]=[CH:25][CH:26]=2)[O:12][CH:13]([C:18]2[CH:19]=[CH:20][CH:21]=[CH:22][CH:23]=2)[C:14]([OH:16])=[O:15])[N:5]=1. The catalyst class is: 5. (2) Reactant: [C:1]1([CH3:12])[CH:6]=[CH:5][C:4]([O:7][CH2:8][C:9]([Cl:11])=[O:10])=[CH:3][CH:2]=1.[C:13]1(C)C=CC(OC(C)C(O)=O)=CC=1.O=S(Cl)Cl. Product: [C:1]1([CH3:12])[CH:6]=[CH:5][C:4]([O:7][CH:8]([CH3:13])[C:9]([Cl:11])=[O:10])=[CH:3][CH:2]=1. The catalyst class is: 48. (3) Reactant: [Br:1]Br.[CH2:3]([O:10][C:11]1[CH:16]=[CH:15][C:14]([C:17](=[O:19])[CH3:18])=[CH:13][CH:12]=1)[C:4]1[CH:9]=[CH:8][CH:7]=[CH:6][CH:5]=1. Product: [Br:1][CH2:18][C:17]([C:14]1[CH:13]=[CH:12][C:11]([O:10][CH2:3][C:4]2[CH:5]=[CH:6][CH:7]=[CH:8][CH:9]=2)=[CH:16][CH:15]=1)=[O:19]. The catalyst class is: 22. (4) Reactant: [CH3:1][NH2:2].[N:3]1([C:8]2[N:13]=[C:12]([CH:14]3[CH:18]([C:19]([O:21]CC)=O)[CH2:17][CH2:16][N:15]3[C:24]([O:26][C:27]([CH3:30])([CH3:29])[CH3:28])=[O:25])[CH:11]=[C:10]([CH3:31])[N:9]=2)[CH:7]=[CH:6][N:5]=[CH:4]1.O. Product: [N:3]1([C:8]2[N:13]=[C:12]([CH:14]3[CH:18]([C:19](=[O:21])[NH:2][CH3:1])[CH2:17][CH2:16][N:15]3[C:24]([O:26][C:27]([CH3:29])([CH3:28])[CH3:30])=[O:25])[CH:11]=[C:10]([CH3:31])[N:9]=2)[CH:7]=[CH:6][N:5]=[CH:4]1. The catalyst class is: 1. (5) Reactant: N12CCCN=C1CCCCC2.[Cl-].[Li+].COP([CH:20]([O:25][Si:26]([C:29]([CH3:32])([CH3:31])[CH3:30])([CH3:28])[CH3:27])[C:21]([O:23][CH3:24])=[O:22])(OC)=O.[F:33][C:34]([F:76])([F:75])[C:35]1[CH:36]=[C:37]([C@H:45]([N:47]([CH3:74])[C:48]([N:50]2[CH2:55][CH2:54][C@@:53]([NH:59][S:60]([C:62]([CH3:65])([CH3:64])[CH3:63])=[O:61])([CH2:56][CH:57]=O)[CH2:52][C@@H:51]2[C:66]2[CH:71]=[CH:70][C:69]([F:72])=[CH:68][C:67]=2[CH3:73])=[O:49])[CH3:46])[CH:38]=[C:39]([C:41]([F:44])([F:43])[F:42])[CH:40]=1.C([O-])(O)=O.[Na+]. Product: [CH3:24][O:23][C:21](=[O:22])[C:20]([O:25][Si:26]([C:29]([CH3:30])([CH3:31])[CH3:32])([CH3:27])[CH3:28])=[CH:57][CH2:56][C@:53]1([NH:59][S:60]([C:62]([CH3:64])([CH3:63])[CH3:65])=[O:61])[CH2:54][CH2:55][N:50]([C:48]([N:47]([C@@H:45]([C:37]2[CH:36]=[C:35]([C:34]([F:33])([F:75])[F:76])[CH:40]=[C:39]([C:41]([F:44])([F:43])[F:42])[CH:38]=2)[CH3:46])[CH3:74])=[O:49])[C@@H:51]([C:66]2[CH:71]=[CH:70][C:69]([F:72])=[CH:68][C:67]=2[CH3:73])[CH2:52]1. The catalyst class is: 290.